The task is: Predict the product of the given reaction.. This data is from Forward reaction prediction with 1.9M reactions from USPTO patents (1976-2016). (1) The product is: [C:26]([O:30][C:31](=[O:47])[NH:32][C@@H:33]1[C@@H:38]([C:39]2[CH:44]=[C:43]([F:45])[CH:42]=[CH:41][C:40]=2[F:46])[CH2:37][CH2:36][N:35]([C:2]2[N:7]=[CH:6][C:5]([O:8][CH2:9][CH2:10][CH2:11][CH:12]3[CH2:17][CH2:16][N:15]([C:18]4[O:22][N:21]=[C:20]([CH:23]([CH3:25])[CH3:24])[N:19]=4)[CH2:14][CH2:13]3)=[CH:4][N:3]=2)[CH2:34]1)([CH3:29])([CH3:27])[CH3:28]. Given the reactants Cl[C:2]1[N:7]=[CH:6][C:5]([O:8][CH2:9][CH2:10][CH2:11][CH:12]2[CH2:17][CH2:16][N:15]([C:18]3[O:22][N:21]=[C:20]([CH:23]([CH3:25])[CH3:24])[N:19]=3)[CH2:14][CH2:13]2)=[CH:4][N:3]=1.[C:26]([O:30][C:31](=[O:47])[NH:32][C@@H:33]1[C@@H:38]([C:39]2[CH:44]=[C:43]([F:45])[CH:42]=[CH:41][C:40]=2[F:46])[CH2:37][CH2:36][NH:35][CH2:34]1)([CH3:29])([CH3:28])[CH3:27].C1CCN2C(=NCCC2)CC1, predict the reaction product. (2) Given the reactants C([N:3]([CH2:13][CH3:14])[C:4](=[O:12])[C:5]1[CH:10]=[CH:9][CH:8]=[CH:7][C:6]=1[CH3:11])C.[N:15]1([CH2:21]CC#N)[CH2:20][CH2:19][CH2:18][CH2:17][CH2:16]1, predict the reaction product. The product is: [N:15]1([CH2:21][CH2:14][C:13]2[NH:3][C:4](=[O:12])[C:5]3[C:6]([CH:11]=2)=[CH:7][CH:8]=[CH:9][CH:10]=3)[CH2:20][CH2:19][CH2:18][CH2:17][CH2:16]1. (3) Given the reactants C([O:8][C:9]1[CH:10]=[CH:11][C:12]([C:16]2[CH2:25][CH2:24][C:19]3([O:23][CH2:22][CH2:21][O:20]3)[CH2:18][CH:17]=2)=[C:13]([OH:15])[CH:14]=1)C1C=CC=CC=1, predict the reaction product. The product is: [O:20]1[C:19]2([CH2:24][CH2:25][CH:16]([C:12]3[CH:11]=[CH:10][C:9]([OH:8])=[CH:14][C:13]=3[OH:15])[CH2:17][CH2:18]2)[O:23][CH2:22][CH2:21]1.